Predict the reaction yield, written as a fraction of the theoretical maximum amount of product (1.0 means a 100% yield; for example, 0.34 means a 34% yield). From a dataset of Reaction yield outcomes from USPTO patents with 853,638 reactions. (1) The reactants are Cl.[NH:2]([C:4]1[CH:9]=[C:8]([C:10]#[N:11])[CH:7]=[CH:6][N:5]=1)[NH2:3].CN(C)/[CH:14]=[CH:15]/[C:16]([C:18]1[CH:23]=[CH:22][CH:21]=[C:20]([F:24])[CH:19]=1)=O. No catalyst specified. The product is [F:24][C:20]1[CH:19]=[C:18]([C:16]2[N:2]([C:4]3[CH:9]=[C:8]([C:10]#[N:11])[CH:7]=[CH:6][N:5]=3)[N:3]=[CH:14][CH:15]=2)[CH:23]=[CH:22][CH:21]=1. The yield is 0.980. (2) The catalyst is O1CCOCC1.[Pd]. The yield is 0.200. The reactants are [NH2:1][C:2]1[CH:7]=[C:6]([NH:8][CH2:9][C:10]2[CH:15]=[CH:14][C:13]([F:16])=[CH:12][CH:11]=2)[CH:5]=[CH:4][C:3]=1[N+:17]([O-])=O.C(N(C(C)C)CC)(C)C.Cl[C:30]([O:32][CH2:33][CH3:34])=[O:31].O. The product is [CH3:34][CH2:33][O:32][C:30]([NH:17][C:3]1[CH:4]=[CH:5][C:6]([NH:8][CH2:9][C:10]2[CH:15]=[CH:14][C:13]([F:16])=[CH:12][CH:11]=2)=[CH:7][C:2]=1[NH2:1])=[O:31]. (3) The yield is 0.920. The product is [Br:22][C:5]1[O:1][C:2]([C:6]2[N:11]=[C:10]3[NH:12][C:13](=[O:15])[NH:14][C:9]3=[CH:8][C:7]=2[C:16]2[CH:21]=[CH:20][N:19]=[CH:18][N:17]=2)=[CH:3][CH:4]=1. The catalyst is C(O)(=O)C. The reactants are [O:1]1[CH:5]=[CH:4][CH:3]=[C:2]1[C:6]1[N:11]=[C:10]2[NH:12][C:13](=[O:15])[NH:14][C:9]2=[CH:8][C:7]=1[C:16]1[CH:21]=[CH:20][N:19]=[CH:18][N:17]=1.[Br:22]Br.